From a dataset of NCI-60 drug combinations with 297,098 pairs across 59 cell lines. Regression. Given two drug SMILES strings and cell line genomic features, predict the synergy score measuring deviation from expected non-interaction effect. (1) Synergy scores: CSS=19.3, Synergy_ZIP=-7.80, Synergy_Bliss=-2.51, Synergy_Loewe=-0.538, Synergy_HSA=0.249. Cell line: MDA-MB-435. Drug 1: CN1C2=C(C=C(C=C2)N(CCCl)CCCl)N=C1CCCC(=O)O.Cl. Drug 2: C1CCC(C(C1)N)N.C(=O)(C(=O)[O-])[O-].[Pt+4]. (2) Drug 1: C1=CC(=CC=C1C#N)C(C2=CC=C(C=C2)C#N)N3C=NC=N3. Drug 2: CN1C(=O)N2C=NC(=C2N=N1)C(=O)N. Cell line: DU-145. Synergy scores: CSS=0.930, Synergy_ZIP=2.19, Synergy_Bliss=0.893, Synergy_Loewe=1.48, Synergy_HSA=-1.70. (3) Drug 1: CNC(=O)C1=CC=CC=C1SC2=CC3=C(C=C2)C(=NN3)C=CC4=CC=CC=N4. Drug 2: CC1=C2C(C(=O)C3(C(CC4C(C3C(C(C2(C)C)(CC1OC(=O)C(C(C5=CC=CC=C5)NC(=O)OC(C)(C)C)O)O)OC(=O)C6=CC=CC=C6)(CO4)OC(=O)C)OC)C)OC. Cell line: SF-268. Synergy scores: CSS=62.8, Synergy_ZIP=23.9, Synergy_Bliss=24.2, Synergy_Loewe=9.40, Synergy_HSA=23.9. (4) Drug 1: CN(C)N=NC1=C(NC=N1)C(=O)N. Drug 2: C1=CN(C(=O)N=C1N)C2C(C(C(O2)CO)O)O.Cl. Cell line: SK-MEL-28. Synergy scores: CSS=16.4, Synergy_ZIP=-3.84, Synergy_Bliss=0.0406, Synergy_Loewe=-23.5, Synergy_HSA=-1.19.